The task is: Predict the reactants needed to synthesize the given product.. This data is from Full USPTO retrosynthesis dataset with 1.9M reactions from patents (1976-2016). (1) Given the product [F:34][C:26]1[CH:25]=[C:24]([C:23]2[N:22]=[C:19]([C:8]3[N:9]=[N:10][N:11]([C:12]4[CH:17]=[CH:16][CH:15]=[CH:14][C:13]=4[F:18])[C:7]=3[C:1]3[CH:2]=[CH:3][CH:4]=[CH:5][CH:6]=3)[O:20][N:35]=2)[CH:33]=[CH:32][C:27]=1[C:28]([O:30][CH3:31])=[O:29], predict the reactants needed to synthesize it. The reactants are: [C:1]1([C:7]2[N:11]([C:12]3[CH:17]=[CH:16][CH:15]=[CH:14][C:13]=3[F:18])[N:10]=[N:9][C:8]=2[C:19](O)=[O:20])[CH:6]=[CH:5][CH:4]=[CH:3][CH:2]=1.[NH2:22][C:23](=[N:35]O)[C:24]1[CH:33]=[CH:32][C:27]([C:28]([O:30][CH3:31])=[O:29])=[C:26]([F:34])[CH:25]=1. (2) The reactants are: [NH2:1][C:2]1[C:7]([F:8])=[CH:6][C:5]([C:9]2[N:13]([CH3:14])[C:12]([C:15]#[N:16])=[CH:11][CH:10]=2)=[C:4]([F:17])[CH:3]=1.[CH:18]([S:21](Cl)(=[O:23])=[O:22])([CH3:20])[CH3:19].N1C=CC=CC=1. Given the product [C:15]([C:12]1[N:13]([CH3:14])[C:9]([C:5]2[C:4]([F:17])=[CH:3][C:2]([NH:1][S:21]([CH:18]([CH3:20])[CH3:19])(=[O:23])=[O:22])=[C:7]([F:8])[CH:6]=2)=[CH:10][CH:11]=1)#[N:16], predict the reactants needed to synthesize it. (3) Given the product [CH2:8]=[C:9]1[CH2:14][CH2:13][N:12]([C:20]([O:22][CH2:23][CH:24]2[C:25]3[CH:26]=[CH:27][CH:28]=[CH:29][C:30]=3[C:31]3[C:36]2=[CH:35][CH:34]=[CH:33][CH:32]=3)=[O:21])[CH2:11][CH2:10]1, predict the reactants needed to synthesize it. The reactants are: OC(C(F)(F)F)=O.[CH2:8]=[C:9]1[CH2:14][CH2:13][NH:12][CH2:11][CH2:10]1.C(=O)(O)[O-].[Na+].[C:20](Cl)([O:22][CH2:23][CH:24]1[C:36]2[C:31](=[CH:32][CH:33]=[CH:34][CH:35]=2)[C:30]2[C:25]1=[CH:26][CH:27]=[CH:28][CH:29]=2)=[O:21]. (4) The reactants are: [NH2:1][C:2]1[N:7]=[CH:6][N:5]=[C:4]2[N:8]([CH:30]3[CH2:35][CH2:34][CH2:33][N:32]([C:36](=[O:40])[CH2:37][C:38]#[N:39])[CH2:31]3)[N:9]=[C:10]([C:11]3[CH:16]=[CH:15][C:14]([NH:17][C:18](=[O:29])[C:19]4[CH:24]=[CH:23][C:22]([C:25]([F:28])([F:27])[F:26])=[CH:21][CH:20]=4)=[CH:13][CH:12]=3)[C:3]=12.[CH3:41][C:42]([CH3:46])([CH3:45])[CH:43]=O.N1CCCCC1. Given the product [NH2:1][C:2]1[N:7]=[CH:6][N:5]=[C:4]2[N:8]([CH:30]3[CH2:35][CH2:34][CH2:33][N:32]([C:36](=[O:40])[C:37]([C:38]#[N:39])=[CH:41][C:42]([CH3:46])([CH3:45])[CH3:43])[CH2:31]3)[N:9]=[C:10]([C:11]3[CH:12]=[CH:13][C:14]([NH:17][C:18](=[O:29])[C:19]4[CH:20]=[CH:21][C:22]([C:25]([F:28])([F:27])[F:26])=[CH:23][CH:24]=4)=[CH:15][CH:16]=3)[C:3]=12, predict the reactants needed to synthesize it. (5) Given the product [C:17]1([C:16](=[O:26])[CH2:9][C:10]2[CH:15]=[CH:14][CH:13]=[CH:12][N:11]=2)[CH:22]=[CH:21][CH:20]=[CH:19][CH:18]=1, predict the reactants needed to synthesize it. The reactants are: C([N-]C(C)C)(C)C.[Li+].[CH3:9][C:10]1[CH:15]=[CH:14][CH:13]=[CH:12][N:11]=1.[C:16](#N)[C:17]1[CH:22]=[CH:21][CH:20]=[CH:19][CH:18]=1.[Cl-].[NH4+].[O:26]1CCCC1. (6) Given the product [C:8]([C:10]1[CH:18]=[CH:17][C:13]([C:14]([N:33]2[CH2:34][CH2:35][N:30]([CH2:29][CH2:28][CH2:27][CH2:26][CH2:25][C:24]3[C:23](=[O:36])[N:22]([C:37]4[CH:44]=[CH:43][C:40]([C:41]#[N:42])=[C:39]([C:45]([F:46])([F:47])[F:48])[CH:38]=4)[C:21](=[O:49])[C:20]=3[CH3:19])[CH2:31][CH2:32]2)=[O:15])=[CH:12][CH:11]=1)#[N:9], predict the reactants needed to synthesize it. The reactants are: C(N(CC)CC)C.[C:8]([C:10]1[CH:18]=[CH:17][C:13]([C:14](Cl)=[O:15])=[CH:12][CH:11]=1)#[N:9].[CH3:19][C:20]1[C:21](=[O:49])[N:22]([C:37]2[CH:44]=[CH:43][C:40]([C:41]#[N:42])=[C:39]([C:45]([F:48])([F:47])[F:46])[CH:38]=2)[C:23](=[O:36])[C:24]=1[CH2:25][CH2:26][CH2:27][CH2:28][CH2:29][N:30]1[CH2:35][CH2:34][NH:33][CH2:32][CH2:31]1. (7) Given the product [Br:9][C:10]1[CH:15]=[C:14]([CH2:16][CH3:17])[C:13]([O:4][CH3:1])=[C:12]([Cl:19])[CH:11]=1, predict the reactants needed to synthesize it. The reactants are: [C:1](=[O:4])([O-])[O-].[K+].[K+].CI.[Br:9][C:10]1[CH:15]=[C:14]([CH2:16][CH3:17])[C:13](O)=[C:12]([Cl:19])[CH:11]=1.